Dataset: Catalyst prediction with 721,799 reactions and 888 catalyst types from USPTO. Task: Predict which catalyst facilitates the given reaction. Reactant: Cl[C:2]1[CH:7]=[CH:6][C:5]([CH2:8][O:9][CH2:10][C:11]([F:14])([F:13])[F:12])=[CH:4][N:3]=1.[CH3:15][N:16](C=O)C. Product: [F:12][C:11]([F:14])([F:13])[CH2:10][O:9][CH2:8][C:5]1[CH:6]=[CH:7][C:2]([C:15]#[N:16])=[N:3][CH:4]=1. The catalyst class is: 267.